This data is from Catalyst prediction with 721,799 reactions and 888 catalyst types from USPTO. The task is: Predict which catalyst facilitates the given reaction. (1) The catalyst class is: 3. Reactant: [Cl:1][C:2]1[CH:11]=[C:10]([NH:12][CH:13]([CH3:15])[CH3:14])[C:5]([C:6]([NH:8][NH2:9])=[O:7])=[CH:4][N:3]=1.C1N=CN([C:21](N2C=NC=C2)=[O:22])C=1. Product: [Cl:1][C:2]1[N:3]=[CH:4][C:5]([C:6]2[O:7][C:21](=[O:22])[NH:9][N:8]=2)=[C:10]([NH:12][CH:13]([CH3:15])[CH3:14])[CH:11]=1. (2) Reactant: [F:1][C:2]1[CH:7]=[CH:6][C:5]([NH:8][C:9]([NH:11][C:12]2[N:16]([C:17]3[CH:22]=[CH:21][CH:20]=[CH:19][CH:18]=3)[N:15]=[C:14]([C:23]([F:26])([F:25])[F:24])[CH:13]=2)=[O:10])=[CH:4][C:3]=1[O:27]C.B(Br)(Br)Br. Product: [C:2]1([N:8]([C:5]2[CH:6]=[CH:7][C:2]([F:1])=[C:3]([OH:27])[CH:4]=2)[C:9]([NH:11][C:12]2[N:16]([C:17]3[CH:18]=[CH:19][CH:20]=[CH:21][CH:22]=3)[N:15]=[C:14]([C:23]([F:25])([F:24])[F:26])[CH:13]=2)=[O:10])[CH:7]=[CH:6][CH:5]=[CH:4][CH:3]=1. The catalyst class is: 2. (3) Reactant: [CH2:1]([C:9]1[CH:17]=[CH:16][C:12]([C:13]([OH:15])=O)=[CH:11][CH:10]=1)[CH2:2][C:3]1[CH:8]=[CH:7][CH:6]=[CH:5][CH:4]=1.F[P-](F)(F)(F)(F)F.N1(OC(N(C)C)=[N+](C)C)C2N=CC=CC=2N=N1.C(N(CC)CC)C.[NH2:49][CH2:50][C:51]1[C:52]([OH:59])=[N:53][C:54]([CH3:58])=[CH:55][C:56]=1[CH3:57]. Product: [OH:59][C:52]1[C:51]([CH2:50][NH:49][C:13](=[O:15])[C:12]2[CH:11]=[CH:10][C:9]([CH2:1][CH2:2][C:3]3[CH:4]=[CH:5][CH:6]=[CH:7][CH:8]=3)=[CH:17][CH:16]=2)=[C:56]([CH3:57])[CH:55]=[C:54]([CH3:58])[N:53]=1. The catalyst class is: 46. (4) Reactant: [CH:1]1[C:6]2=[C:7]3[C:15](=[CH:16][CH:17]=[C:5]2[CH:4]=[CH:3][CH:2]=1)[C:14]1[C:9](=[CH:10][CH:11]=[CH:12][CH:13]=1)[NH:8]3.[Al+3].[Cl-].[Cl-].[Cl-].[CH3:22][C:23]1[CH:31]=[C:30]([CH3:32])[CH:29]=[C:28]([CH3:33])[C:24]=1[C:25](Cl)=[O:26].[C:34]1([CH2:40][C:41](Cl)=[O:42])[CH:39]=[CH:38][CH:37]=[CH:36][CH:35]=1. Product: [CH2:17]([CH:5]([CH2:4][CH2:3][CH2:2][CH3:1])[CH2:6][N:8]1[C:7]2[C:15](=[CH:16][C:17]([C:25](=[O:26])[C:24]3[C:23]([CH3:22])=[CH:31][C:30]([CH3:32])=[CH:29][C:28]=3[CH3:33])=[C:5]3[CH:4]=[CH:3][CH:2]=[CH:1][C:6]3=2)[C:14]2[C:9]1=[CH:10][CH:11]=[C:12]([C:41](=[O:42])[CH2:40][C:34]1[CH:39]=[CH:38][CH:37]=[CH:36][CH:35]=1)[CH:13]=2)[CH3:16]. The catalyst class is: 2. (5) Reactant: [OH:1][CH2:2][CH2:3][CH2:4][CH2:5][CH2:6][C:7]([O:9][CH2:10][CH3:11])=[O:8].CC1(C)N([O])C(C)(C)CCC1.C(O)(=O)C.C(O)(=O)C.IC1C=CC=CC=1.[O-]S([O-])(=S)=O.[Na+].[Na+]. The catalyst class is: 2. Product: [CH:2]([CH2:3][CH2:4][CH2:5][CH2:6][C:7]([O:9][CH2:10][CH3:11])=[O:8])=[O:1]. (6) Reactant: [N:1]([CH:4]1[C:16]2[C:8](=[CH:9][CH:10]=[C:11]3[C:15]=2[N:14]([CH2:17][C@@H:18]([NH:20]C(=O)OCC2C=CC=CC=2)[CH3:19])[N:13]=[CH:12]3)[O:7][CH2:6][CH:5]1Br)=[N+]=[N-].C[OH:33]. Product: [NH2:1][CH:4]1[C:16]2[C:8](=[CH:9][CH:10]=[C:11]3[C:15]=2[N:14]([CH2:17][C@@H:18]([NH2:20])[CH3:19])[N:13]=[CH:12]3)[O:7][CH2:6][CH:5]1[OH:33]. The catalyst class is: 45.